Predict the product of the given reaction. From a dataset of Forward reaction prediction with 1.9M reactions from USPTO patents (1976-2016). (1) Given the reactants [C:1]([O:5][C:6]([C@@H:8]1[CH2:12][CH2:11][C:10](=[O:13])[NH:9]1)=[O:7])([CH3:4])([CH3:3])[CH3:2].CC#N.[CH3:17][C:18]([O:21][C:22](O[C:22]([O:21][C:18]([CH3:20])([CH3:19])[CH3:17])=[O:23])=[O:23])([CH3:20])[CH3:19], predict the reaction product. The product is: [C:18]([O:21][C:22]([N:9]1[C:10](=[O:13])[CH2:11][CH2:12][C@H:8]1[C:6]([O:5][C:1]([CH3:4])([CH3:2])[CH3:3])=[O:7])=[O:23])([CH3:20])([CH3:19])[CH3:17]. (2) Given the reactants [NH2:1][C:2]1[N:7]=[CH:6][C:5]([O:8][C:9]2[CH:10]=[CH:11][C:12]([Cl:25])=[C:13]([NH:15][C:16]([C:18]3[N:22]([CH3:23])[N:21]=[C:20]([CH3:24])[CH:19]=3)=[O:17])[CH:14]=2)=[CH:4][CH:3]=1.[C:26]1([CH3:36])[CH:31]=[CH:30][C:29]([S:32](Cl)(=[O:34])=[O:33])=[CH:28][CH:27]=1, predict the reaction product. The product is: [Cl:25][C:12]1[CH:11]=[CH:10][C:9]([O:8][C:5]2[CH:6]=[N:7][C:2]([NH:1][S:32]([C:29]3[CH:30]=[CH:31][C:26]([CH3:36])=[CH:27][CH:28]=3)(=[O:34])=[O:33])=[CH:3][CH:4]=2)=[CH:14][C:13]=1[NH:15][C:16]([C:18]1[N:22]([CH3:23])[N:21]=[C:20]([CH3:24])[CH:19]=1)=[O:17]. (3) Given the reactants C1C2C(COC([N:18]3[CH2:23][CH2:22][N:21]([S:24]([C:27]4[S:28][C:29]([C:32]5[CH:37]=[CH:36][CH:35]=[CH:34][CH:33]=5)=[CH:30][CH:31]=4)(=[O:26])=[O:25])[C@@H:20]([C:38]([NH:40][O:41][CH:42]4[CH2:47][CH2:46][CH2:45][CH2:44][O:43]4)=[O:39])[CH2:19]3)=O)C3C(=CC=CC=3)C=2C=CC=1, predict the reaction product. The product is: [C:32]1([C:29]2[S:28][C:27]([S:24]([N:21]3[CH2:22][CH2:23][NH:18][CH2:19][C@@H:20]3[C:38]([NH:40][O:41][CH:42]3[CH2:47][CH2:46][CH2:45][CH2:44][O:43]3)=[O:39])(=[O:25])=[O:26])=[CH:31][CH:30]=2)[CH:33]=[CH:34][CH:35]=[CH:36][CH:37]=1.